Dataset: Reaction yield outcomes from USPTO patents with 853,638 reactions. Task: Predict the reaction yield, written as a fraction of the theoretical maximum amount of product (1.0 means a 100% yield; for example, 0.34 means a 34% yield). (1) The reactants are S(=O)(=O)(O)O.[CH3:6][NH:7][C:8]1[N:13]=[C:12]([CH2:14][CH2:15][O:16][C:17]2[CH:18]=[C:19]([CH:31]=[CH:32][CH:33]=2)[O:20][CH2:21][C:22](=O)[CH2:23][CH2:24][C:25]([O:27][CH2:28][CH3:29])=[O:26])[CH:11]=[CH:10][CH:9]=1.C(=O)([O-])O.[Na+]. No catalyst specified. The yield is 0.570. The product is [CH3:6][NH:7][C:8]1[N:13]=[C:12]([CH2:14][CH2:15][O:16][C:17]2[CH:33]=[CH:32][C:31]3[C:22]([CH2:23][CH2:24][C:25]([O:27][CH2:28][CH3:29])=[O:26])=[CH:21][O:20][C:19]=3[CH:18]=2)[CH:11]=[CH:10][CH:9]=1. (2) The reactants are [Cl:1][C:2]1[CH:7]=[CH:6][C:5]([C:8]2[C:14]3[CH:15]=[C:16]([O:19][CH2:20][C:21](=[O:29])[NH:22][C:23]4[CH:28]=[CH:27][CH:26]=[CH:25][CH:24]=4)[CH:17]=[CH:18][C:13]=3[N:12]3[C:30]([CH3:33])=[N:31][N:32]=[C:11]3[C@H:10]([CH2:34][C:35]([NH:37][CH2:38][CH3:39])=[O:36])[N:9]=2)=[CH:4][CH:3]=1.NC1C=CC([B:47]([OH:49])[OH:48])=CC=1. No catalyst specified. The product is [Cl:1][C:2]1[CH:7]=[CH:6][C:5]([C:8]2[C:14]3[CH:15]=[C:16]([O:19][CH2:20][C:21]([NH:22][C:23]4[CH:28]=[CH:27][C:26]([B:47]([OH:49])[OH:48])=[CH:25][CH:24]=4)=[O:29])[CH:17]=[CH:18][C:13]=3[N:12]3[C:30]([CH3:33])=[N:31][N:32]=[C:11]3[C@H:10]([CH2:34][C:35]([NH:37][CH2:38][CH3:39])=[O:36])[N:9]=2)=[CH:4][CH:3]=1. The yield is 0.140. (3) The reactants are [F:1][C:2]([F:31])([F:30])[C:3]1[CH:29]=[CH:28][C:6]([O:7][CH2:8][C:9]2[NH:13][C:12]3[CH:14]=[CH:15][C:16]([C:18]4[CH:23]=[CH:22][CH:21]=[CH:20][C:19]=4[S:24]([NH2:27])(=[O:26])=[O:25])=[CH:17][C:11]=3[N:10]=2)=[CH:5][CH:4]=1.[ClH:32]. The catalyst is CCOC(C)=O. The product is [ClH:32].[F:31][C:2]([F:1])([F:30])[C:3]1[CH:29]=[CH:28][C:6]([O:7][CH2:8][C:9]2[NH:13][C:12]3[CH:14]=[CH:15][C:16]([C:18]4[CH:23]=[CH:22][CH:21]=[CH:20][C:19]=4[S:24]([NH2:27])(=[O:26])=[O:25])=[CH:17][C:11]=3[N:10]=2)=[CH:5][CH:4]=1. The yield is 0.770. (4) The reactants are [F:1][C:2]1[CH:3]=[C:4]([CH:9]2[CH2:13][CH2:12][CH2:11][C:10]2=[O:14])[CH:5]=[CH:6][C:7]=1[F:8].[C:15](Cl)([N:17]=[C:18]=[O:19])=[O:16]. The catalyst is C(OCC)(=O)C. The product is [F:1][C:2]1[CH:3]=[C:4]([CH:9]2[C:10]3[O:14][C:18](=[O:19])[NH:17][C:15](=[O:16])[C:11]=3[CH2:12][CH2:13]2)[CH:5]=[CH:6][C:7]=1[F:8]. The yield is 0.518. (5) The reactants are Cl[S:2]([C:5]1[CH:6]=[C:7]2[C:11](=[CH:12][CH:13]=1)[NH:10][C:9](=[O:14])[CH2:8]2)(=[O:4])=[O:3].[OH-].[NH4+:16]. The catalyst is C(O)C. The product is [NH2:16][S:2]([C:5]1[CH:6]=[C:7]2[C:11](=[CH:12][CH:13]=1)[NH:10][C:9](=[O:14])[CH2:8]2)(=[O:4])=[O:3]. The yield is 0.200. (6) The reactants are [F:1][C:2]1[CH:3]=[C:4]([C:8]2([CH2:22][CH2:23][N:24]3[C@H:29]4[CH2:30][CH2:31][C@@H:25]3[CH2:26][CH:27]([N:32]3[C:36]5[CH:37]=[CH:38][CH:39]=[CH:40][C:35]=5[N:34]=[C:33]3[CH3:41])[CH2:28]4)[CH2:13][CH2:12][N:11]([C:14]([C:16]3([NH2:21])[CH2:20][CH2:19][CH2:18][CH2:17]3)=[O:15])[CH2:10][CH2:9]2)[CH:5]=[CH:6][CH:7]=1.[CH3:42][C:43]([CH3:48])([CH3:47])[C:44](Cl)=[O:45].CCN(C(C)C)C(C)C. No catalyst specified. The product is [F:1][C:2]1[CH:3]=[C:4]([C:8]2([CH2:22][CH2:23][N:24]3[C@H:25]4[CH2:31][CH2:30][C@@H:29]3[CH2:28][CH:27]([N:32]3[C:36]5[CH:37]=[CH:38][CH:39]=[CH:40][C:35]=5[N:34]=[C:33]3[CH3:41])[CH2:26]4)[CH2:13][CH2:12][N:11]([C:14]([C:16]3([NH:21][C:44](=[O:45])[C:43]([CH3:48])([CH3:47])[CH3:42])[CH2:20][CH2:19][CH2:18][CH2:17]3)=[O:15])[CH2:10][CH2:9]2)[CH:5]=[CH:6][CH:7]=1. The yield is 0.540. (7) The reactants are [CH3:1][C:2]1[O:6][N:5]=[C:4]([C:7]2[CH:12]=[CH:11][CH:10]=[CH:9][CH:8]=2)[C:3]=1[CH2:13][O:14][C:15]1[CH:23]=[CH:22][C:18]([C:19]([OH:21])=O)=[CH:17][N:16]=1.Cl.[NH:25]1[CH2:28][CH:27]([OH:29])[CH2:26]1.O.ON1C2C=CC=CC=2N=N1.C(N(C(C)C)C(C)C)C. The catalyst is C1COCC1. The product is [OH:29][CH:27]1[CH2:28][N:25]([C:19]([C:18]2[CH:17]=[N:16][C:15]([O:14][CH2:13][C:3]3[C:4]([C:7]4[CH:8]=[CH:9][CH:10]=[CH:11][CH:12]=4)=[N:5][O:6][C:2]=3[CH3:1])=[CH:23][CH:22]=2)=[O:21])[CH2:26]1. The yield is 0.910. (8) The reactants are [CH:1](NC(C)C)(C)[CH3:2].C([Li])CCC.CN1C(=O)N(C)CCC1.[CH2:22]([C:32]1[CH:37]=[CH:36][C:35](/[CH:38]=[CH:39]/[CH2:40][C:41]#[N:42])=[CH:34][CH:33]=1)[CH2:23][CH2:24][CH2:25][CH2:26][CH2:27][CH2:28][CH2:29][CH2:30][CH3:31].BrCCBr. The catalyst is C1COCC1. The product is [CH2:22]([C:32]1[CH:33]=[CH:34][C:35](/[CH:38]=[CH:39]/[C:40]2([C:41]#[N:42])[CH2:2][CH2:1]2)=[CH:36][CH:37]=1)[CH2:23][CH2:24][CH2:25][CH2:26][CH2:27][CH2:28][CH2:29][CH2:30][CH3:31]. The yield is 0.430. (9) The reactants are [CH2:1]([O:8][C:9]([N:11]1[CH2:16][CH2:15][NH:14][C:13](=[O:17])[CH2:12]1)=[O:10])[C:2]1[CH:7]=[CH:6][CH:5]=[CH:4][CH:3]=1.[CH3:18]C([O-])(C)C.[K+].CI. The catalyst is CN(C=O)C. The product is [CH2:1]([O:8][C:9]([N:11]1[CH2:16][CH2:15][N:14]([CH3:18])[C:13](=[O:17])[CH2:12]1)=[O:10])[C:2]1[CH:3]=[CH:4][CH:5]=[CH:6][CH:7]=1. The yield is 0.660.